Dataset: Reaction yield outcomes from USPTO patents with 853,638 reactions. Task: Predict the reaction yield, written as a fraction of the theoretical maximum amount of product (1.0 means a 100% yield; for example, 0.34 means a 34% yield). (1) The reactants are [CH3:1][C:2]1[N:3]([C:17]2[CH:22]=[CH:21][C:20](Br)=[CH:19][CH:18]=2)[C:4]([C:7]2[CH:12]=[CH:11][C:10]([S:13]([CH3:16])(=[O:15])=[O:14])=[CH:9][CH:8]=2)=[CH:5][CH:6]=1.[S:24]1[CH:28]=[CH:27][C:26](B(O)O)=[CH:25]1.C([O-])(O)=O.[Na+]. The catalyst is COCCOC.C1C=CC(P(C2C=CC=CC=2)C2C=CC=CC=2)=CC=1.C1C=CC(P(C2C=CC=CC=2)C2C=CC=CC=2)=CC=1.Cl[Pd]Cl. The product is [CH3:1][C:2]1[N:3]([C:17]2[CH:22]=[CH:21][C:20]([C:26]3[CH:27]=[CH:28][S:24][CH:25]=3)=[CH:19][CH:18]=2)[C:4]([C:7]2[CH:12]=[CH:11][C:10]([S:13]([CH3:16])(=[O:15])=[O:14])=[CH:9][CH:8]=2)=[CH:5][CH:6]=1. The yield is 0.750. (2) The reactants are [CH:1]([N:4]1[CH:8]=[N:7][N:6]=[C:5]1[C:9]1[S:10][C:11]2[CH2:12][CH2:13][O:14][C:15]3[CH:22]=[C:21]([CH:23]=O)[CH:20]=[CH:19][C:16]=3[C:17]=2[N:18]=1)([CH3:3])[CH3:2].[CH3:25][O:26][CH2:27][CH2:28][NH2:29]. No catalyst specified. The product is [CH:1]([N:4]1[CH:8]=[N:7][N:6]=[C:5]1[C:9]1[S:10][C:11]2[CH2:12][CH2:13][O:14][C:15]3[CH:22]=[C:21]([CH2:23][NH:29][CH2:28][CH2:27][O:26][CH3:25])[CH:20]=[CH:19][C:16]=3[C:17]=2[N:18]=1)([CH3:3])[CH3:2]. The yield is 0.560. (3) The reactants are [NH2:1][C:2]12[CH2:11][CH:6]3[CH2:7][CH:8]([CH2:10][C:4]([NH:12][C:13]([C:15]4[CH:20]=[CH:19][CH:18]=[CH:17][N:16]=4)=[O:14])([CH2:5]3)[CH2:3]1)[CH2:9]2.[CH3:21][C:22]1[N:27]=[C:26]([C:28](O)=[O:29])[CH:25]=[N:24][CH:23]=1.C1CN([P+](ON2N=NC3C=CC=CC2=3)(N2CCCC2)N2CCCC2)CC1.F[P-](F)(F)(F)(F)F.C(N(CC)CC)C.C(=O)(O)[O-].[Na+]. The catalyst is C(Cl)Cl. The product is [N:16]1[CH:17]=[CH:18][CH:19]=[CH:20][C:15]=1[C:13]([NH:12][C:4]12[CH2:10][CH:8]3[CH2:7][CH:6]([CH2:11][C:2]([NH:1][C:28]([C:26]4[CH:25]=[N:24][CH:23]=[C:22]([CH3:21])[N:27]=4)=[O:29])([CH2:9]3)[CH2:3]1)[CH2:5]2)=[O:14]. The yield is 0.740. (4) The reactants are [CH3:1][O:2][C:3]1[N:8]=[CH:7][C:6](B(O)O)=[CH:5][CH:4]=1.[NH2:12][C:13]1[CH:22]=[CH:21][CH:20]=[CH:19][C:14]=1[C:15]([O:17][CH3:18])=[O:16].O.O=[CH:25][C:26]([OH:28])=[O:27]. The catalyst is C(#N)C. The product is [CH3:18][O:17][C:15]([C:14]1[CH:19]=[CH:20][CH:21]=[CH:22][C:13]=1[NH:12][CH:25]([C:6]1[CH:7]=[N:8][C:3]([O:2][CH3:1])=[CH:4][CH:5]=1)[C:26]([OH:28])=[O:27])=[O:16]. The yield is 0.285. (5) The yield is 0.510. The product is [NH2:13][C:9]1[N:10]=[CH:11][N:12]=[C:7]([O:6][C:5]2[CH:27]=[CH:28][C:2]([NH:1][C:29](=[O:32])[CH:30]=[CH2:31])=[CH:3][CH:4]=2)[C:8]=1[C:14]1[CH:19]=[CH:18][C:17]([O:20][C:21]2[CH:26]=[CH:25][CH:24]=[CH:23][CH:22]=2)=[CH:16][CH:15]=1. The reactants are [NH2:1][C:2]1[CH:28]=[CH:27][C:5]([O:6][C:7]2[N:12]=[CH:11][N:10]=[C:9]([NH2:13])[C:8]=2[C:14]2[CH:19]=[CH:18][C:17]([O:20][C:21]3[CH:26]=[CH:25][CH:24]=[CH:23][CH:22]=3)=[CH:16][CH:15]=2)=[CH:4][CH:3]=1.[C:29](O)(=[O:32])[CH2:30][CH3:31]. No catalyst specified. (6) The reactants are [Cl:1][CH2:2][CH2:3][O:4][C:5]1[CH:10]=[CH:9][C:8](Br)=[CH:7][CH:6]=1.B(OC(C)C)(OC(C)C)OC(C)C.[Li]CCCC.I[C:31]1[C:32]([CH3:50])=[N:33][CH:34]=[C:35]([C:38]=1[NH:39][C:40]1[C:41]([CH3:49])=[C:42]2[C:46](=[CH:47][CH:48]=1)[NH:45][CH:44]=[CH:43]2)[C:36]#[N:37]. The catalyst is C1COCC1.COCCOC.C(=O)(O)[O-].[Na+].C1C=CC([P]([Pd]([P](C2C=CC=CC=2)(C2C=CC=CC=2)C2C=CC=CC=2)([P](C2C=CC=CC=2)(C2C=CC=CC=2)C2C=CC=CC=2)[P](C2C=CC=CC=2)(C2C=CC=CC=2)C2C=CC=CC=2)(C2C=CC=CC=2)C2C=CC=CC=2)=CC=1. The product is [Cl:1][CH2:2][CH2:3][O:4][C:5]1[CH:10]=[CH:9][C:8]([C:31]2[C:32]([CH3:50])=[N:33][CH:34]=[C:35]([C:38]=2[NH:39][C:40]2[C:41]([CH3:49])=[C:42]3[C:46](=[CH:47][CH:48]=2)[NH:45][CH:44]=[CH:43]3)[C:36]#[N:37])=[CH:7][CH:6]=1. The yield is 0.640. (7) The reactants are [OH:1][C:2]1[CH:11]=[CH:10][C:9]([O:12][C:13]([F:16])([F:15])[F:14])=[CH:8][C:3]=1[CH2:4]N(C)C.[C:17]([O:20]C(=O)C)(=[O:19])[CH3:18].C[OH:25].[C:26]1([CH3:32])C=CC=CC=1. No catalyst specified. The product is [C:17]([O:20][CH2:4][C:3]1[CH:8]=[C:9]([O:12][C:13]([F:16])([F:15])[F:14])[CH:10]=[CH:11][C:2]=1[O:1][C:26](=[O:25])[CH3:32])(=[O:19])[CH3:18]. The yield is 0.870. (8) The yield is 0.420. The catalyst is O1CCCC1. The reactants are Cl.[CH3:2][C:3]1[O:4][C:5]2[C:14]3[CH:13]([CH2:15][CH2:16][NH2:17])[CH2:12][CH2:11][C:10]=3[CH:9]=[CH:8][C:6]=2[N:7]=1.C(N(CC)CC)C.[CH:25]1([C:28](Cl)=[O:29])[CH2:27][CH2:26]1.C(=O)([O-])O.[Na+]. The product is [CH3:2][C:3]1[O:4][C:5]2[C:14]3[CH:13]([CH2:15][CH2:16][NH:17][C:28]([CH:25]4[CH2:27][CH2:26]4)=[O:29])[CH2:12][CH2:11][C:10]=3[CH:9]=[CH:8][C:6]=2[N:7]=1.